This data is from Reaction yield outcomes from USPTO patents with 853,638 reactions. The task is: Predict the reaction yield, written as a fraction of the theoretical maximum amount of product (1.0 means a 100% yield; for example, 0.34 means a 34% yield). (1) The reactants are [F:1][C@H:2]([CH3:5])[CH2:3][OH:4].F[C:7]1[CH:15]=[CH:14][C:10]([C:11]([OH:13])=[O:12])=[C:9]([C:16]([F:19])([F:18])[F:17])[CH:8]=1.[H-].[Na+].Cl. The catalyst is CN1CCN(C)C1=O.CO.O.C(O)CC.C(OCC)(=O)C. The product is [F:1][C@H:2]([CH3:5])[CH2:3][O:4][C:7]1[CH:15]=[CH:14][C:10]([C:11]([OH:13])=[O:12])=[C:9]([C:16]([F:17])([F:19])[F:18])[CH:8]=1. The yield is 0.544. (2) The reactants are [OH:1][C@H:2]1[C@H:9]2[C@:5]([C:12]([O:14]C)=[O:13])([O:6][C:7]([CH3:11])([CH3:10])[O:8]2)[O:4][C@H:3]1[CH2:16][NH:17][C:18](=[O:60])[CH2:19][NH:20][C:21](=[O:59])[CH2:22][N:23]1[CH2:34][CH2:33][N:32]([CH2:35][C:36](=[O:42])[O:37][C:38]([CH3:41])([CH3:40])[CH3:39])[CH2:31][CH2:30][N:29]([CH2:43][C:44](=[O:50])[O:45][C:46]([CH3:49])([CH3:48])[CH3:47])[CH2:28][CH2:27][N:26]([CH2:51][C:52]([O:54][C:55]([CH3:58])([CH3:57])[CH3:56])=[O:53])[CH2:25][CH2:24]1.O[Li].O. The catalyst is CO. The product is [OH:1][C@H:2]1[C@H:9]2[C@:5]([C:12]([OH:14])=[O:13])([O:6][C:7]([CH3:11])([CH3:10])[O:8]2)[O:4][C@H:3]1[CH2:16][NH:17][C:18](=[O:60])[CH2:19][NH:20][C:21](=[O:59])[CH2:22][N:23]1[CH2:34][CH2:33][N:32]([CH2:35][C:36](=[O:42])[O:37][C:38]([CH3:39])([CH3:40])[CH3:41])[CH2:31][CH2:30][N:29]([CH2:43][C:44](=[O:50])[O:45][C:46]([CH3:47])([CH3:48])[CH3:49])[CH2:28][CH2:27][N:26]([CH2:51][C:52]([O:54][C:55]([CH3:58])([CH3:57])[CH3:56])=[O:53])[CH2:25][CH2:24]1. The yield is 0.810. (3) The yield is 0.323. The reactants are [Cl:1][C:2]1[CH:3]=[C:4]([CH:8]2[C:12]([C:15]3[CH:20]=[CH:19][C:18]([Cl:21])=[CH:17][CH:16]=3)([C:13]#[N:14])[CH:11]([CH2:22][C:23]([CH3:26])([CH3:25])[CH3:24])[NH:10][CH:9]2[C:27](O)=[O:28])[CH:5]=[CH:6][CH:7]=1.[F:30][C:31]([F:41])([F:40])[C:32]1[CH:39]=[CH:38][CH:37]=[CH:36][C:33]=1[CH2:34][NH2:35].CN(C(ON1N=NC2C=CC=NC1=2)=[N+](C)C)C.F[P-](F)(F)(F)(F)F.CCN(C(C)C)C(C)C. The product is [F:30][C:31]([F:40])([F:41])[C:32]1[CH:39]=[CH:38][CH:37]=[CH:36][C:33]=1[CH2:34][NH:35][C:27]([CH:9]1[CH:8]([C:4]2[CH:5]=[CH:6][CH:7]=[C:2]([Cl:1])[CH:3]=2)[C:12]([C:15]2[CH:16]=[CH:17][C:18]([Cl:21])=[CH:19][CH:20]=2)([C:13]#[N:14])[CH:11]([CH2:22][C:23]([CH3:26])([CH3:24])[CH3:25])[NH:10]1)=[O:28]. The catalyst is C(Cl)Cl. (4) The reactants are [CH2:1]([O:4][C@@H:5]1[C@@H:9]([CH2:10][O:11][Si](C(C)(C)C)(C)C)[O:8][C@@H:7]([N:19]2[CH:26]=[C:25]([I:27])[C:23]([NH2:24])=[N:22][C:20]2=[O:21])[CH2:6]1)[CH:2]=[CH2:3]. The catalyst is C1COCC1.CCCC[N+](CCCC)(CCCC)CCCC.[F-]. The product is [CH2:1]([O:4][C@@H:5]1[C@@H:9]([CH2:10][OH:11])[O:8][C@@H:7]([N:19]2[CH:26]=[C:25]([I:27])[C:23]([NH2:24])=[N:22][C:20]2=[O:21])[CH2:6]1)[CH:2]=[CH2:3]. The yield is 0.710. (5) The reactants are [F:1][C:2]1[CH:3]=[C:4]([C:15]([NH:17][C:18]2[CH:23]=[CH:22][C:21]([C:24]3[N:28]=[CH:27][N:26]([C:29]4[CH:34]=[CH:33][C:32]([O:35][C:36]([F:42])([F:41])[C:37]([F:40])([F:39])[F:38])=[CH:31][CH:30]=4)[N:25]=3)=[CH:20][CH:19]=2)=[O:16])[CH:5]=[C:6]([C:8]2[CH:13]=[CH:12][CH:11]=[CH:10][C:9]=2[CH3:14])[CH:7]=1.[H-].[Na+].CI.[C:47](=O)(O)[O-].[Na+]. The catalyst is O1CCCC1. The product is [F:1][C:2]1[CH:3]=[C:4]([C:15]([N:17]([CH3:47])[C:18]2[CH:19]=[CH:20][C:21]([C:24]3[N:28]=[CH:27][N:26]([C:29]4[CH:34]=[CH:33][C:32]([O:35][C:36]([F:42])([F:41])[C:37]([F:39])([F:38])[F:40])=[CH:31][CH:30]=4)[N:25]=3)=[CH:22][CH:23]=2)=[O:16])[CH:5]=[C:6]([C:8]2[CH:13]=[CH:12][CH:11]=[CH:10][C:9]=2[CH3:14])[CH:7]=1. The yield is 0.580.